This data is from Forward reaction prediction with 1.9M reactions from USPTO patents (1976-2016). The task is: Predict the product of the given reaction. (1) Given the reactants [CH3:1][O:2][C:3]([N:5]1[C@@H:13]2[C@@H:8]([C@@:9]([OH:23])([C:14]#[C:15][C:16]3[CH:17]=[C:18]([CH3:22])[CH:19]=[CH:20][CH:21]=3)[CH2:10][CH2:11][CH2:12]2)[CH2:7][CH2:6]1)=[O:4].[CH3:24][O:25][C:26]1[CH:27]=[C:28]([CH2:34][C:35](O)=[O:36])[CH:29]=[CH:30][C:31]=1[O:32][CH3:33], predict the reaction product. The product is: [CH3:24][O:25][C:26]1[CH:27]=[C:28]([CH2:34][C:35]([O:23][C@@:9]2([C:14]#[C:15][C:16]3[CH:17]=[C:18]([CH3:22])[CH:19]=[CH:20][CH:21]=3)[CH2:10][CH2:11][CH2:12][C@@H:13]3[C@H:8]2[CH2:7][CH2:6][N:5]3[C:3]([O:2][CH3:1])=[O:4])=[O:36])[CH:29]=[CH:30][C:31]=1[O:32][CH3:33]. (2) Given the reactants C(N(CC)CC)C.[C:16](O[C:16]([O:18][C:19]([CH3:22])([CH3:21])[CH3:20])=[O:17])([O:18][C:19]([CH3:22])([CH3:21])[CH3:20])=[O:17].[CH3:23][O:24][C:25]1[CH:26]=[C:27]2[C:32](=[CH:33][CH:34]=1)[N:31]=[CH:30][CH:29]=[C:28]2[C:35](=[O:46])[CH2:36][CH2:37][C@@H:38]1[CH2:43][CH2:42][NH:41][CH2:40][C@@H:39]1[CH:44]=[CH2:45], predict the reaction product. The product is: [C:19]([O:18][C:16]([N:41]1[CH2:42][CH2:43][C@@H:38]([CH2:37][CH2:36][C:35]([C:28]2[C:27]3[C:32](=[CH:33][CH:34]=[C:25]([O:24][CH3:23])[CH:26]=3)[N:31]=[CH:30][CH:29]=2)=[O:46])[C@@H:39]([CH:44]=[CH2:45])[CH2:40]1)=[O:17])([CH3:20])([CH3:21])[CH3:22]. (3) The product is: [C:23]([O:21][CH2:20]/[CH:19]=[C:17](/[CH2:16][CH2:15]/[CH:14]=[C:12](\[CH3:13])/[CH2:11][CH2:1]/[CH:2]=[C:3](/[CH2:5][CH2:6][CH:7]=[C:8]([CH3:10])[CH3:9])\[CH3:4])\[CH3:18])(=[O:22])[CH2:24][CH2:25][CH2:26][CH2:27][CH2:28][CH2:29][CH2:30]/[CH:31]=[CH:32]\[CH2:33][CH2:34][CH2:35][CH2:36][CH2:37][CH2:38][CH2:39][CH3:40]. Given the reactants [CH2:1]([CH2:11][C:12](=[CH:14][CH2:15][CH2:16]/[C:17](=[CH:19]/[CH2:20][OH:21])/[CH3:18])[CH3:13])/[CH:2]=[C:3](/[CH2:5][CH2:6][CH:7]=[C:8]([CH3:10])[CH3:9])\[CH3:4].[O:22]=[C:23](OCC(O[C:23](=[O:22])[CH2:24][CH2:25][CH2:26][CH2:27][CH2:28][CH2:29][CH2:30]/[CH:31]=[CH:32]\[CH2:33][CH2:34][CH2:35][CH2:36][CH2:37][CH2:38][CH2:39][CH3:40])CO[C:23](=[O:22])[CH2:24][CH2:25][CH2:26][CH2:27][CH2:28][CH2:29][CH2:30]/[CH:31]=[CH:32]\[CH2:33][CH2:34][CH2:35][CH2:36][CH2:37][CH2:38][CH2:39][CH3:40])[CH2:24][CH2:25][CH2:26][CH2:27][CH2:28][CH2:29][CH2:30]/[CH:31]=[CH:32]\[CH2:33][CH2:34][CH2:35][CH2:36][CH2:37][CH2:38][CH2:39][CH3:40].CCCCCC, predict the reaction product. (4) Given the reactants O[CH2:2][C:3]1[CH:13]=[CH:12][C:6]2[S:7](=[O:11])(=[O:10])[CH2:8][CH2:9][C:5]=2[CH:4]=1.C1(P(C2C=CC=CC=2)C2C=CC=CC=2)C=CC=CC=1.C(Br)(Br)(Br)[Br:34], predict the reaction product. The product is: [Br:34][CH2:2][C:3]1[CH:13]=[CH:12][C:6]2[S:7](=[O:11])(=[O:10])[CH2:8][CH2:9][C:5]=2[CH:4]=1.